Dataset: Full USPTO retrosynthesis dataset with 1.9M reactions from patents (1976-2016). Task: Predict the reactants needed to synthesize the given product. (1) Given the product [NH2:8][C:9]1[C:14]([C:15](=[O:16])[C:17]2[CH:22]=[C:21]([F:23])[CH:20]=[CH:19][C:18]=2[O:24][CH3:25])=[CH:13][N:12]=[C:11]([NH:26][CH:27]2[CH2:28][CH2:29][N:30]([C:3](=[O:5])[CH2:2][CH2:39][N:36]([CH2:37][CH3:38])[CH2:34][CH3:35])[CH2:31][CH2:32]2)[N:10]=1, predict the reactants needed to synthesize it. The reactants are: F[C:2](F)(F)[C:3]([OH:5])=O.[NH2:8][C:9]1[C:14]([C:15]([C:17]2[CH:22]=[C:21]([F:23])[CH:20]=[CH:19][C:18]=2[O:24][CH3:25])=[O:16])=[CH:13][N:12]=[C:11]([NH:26][CH:27]2[CH2:32][CH2:31][NH:30][CH2:29][CH2:28]2)[N:10]=1.Cl.[CH2:34]([N:36]([CH:39](C)C(O)=O)[CH2:37][CH3:38])[CH3:35]. (2) Given the product [C:1]([O:5][C:6](=[O:21])[NH:7][C:8]1[C:9]([C:13]2[CH:18]=[CH:17][C:16]([CH2:19][NH:30][C:29]3[CH:28]=[CH:27][C:26]([S:23]([CH3:22])(=[O:25])=[O:24])=[CH:32][CH:31]=3)=[CH:15][CH:14]=2)=[N:10][O:11][CH:12]=1)([CH3:4])([CH3:3])[CH3:2], predict the reactants needed to synthesize it. The reactants are: [C:1]([O:5][C:6](=[O:21])[NH:7][C:8]1[C:9]([C:13]2[CH:18]=[CH:17][C:16]([CH:19]=O)=[CH:15][CH:14]=2)=[N:10][O:11][CH:12]=1)([CH3:4])([CH3:3])[CH3:2].[CH3:22][S:23]([C:26]1[CH:32]=[CH:31][C:29]([NH2:30])=[CH:28][CH:27]=1)(=[O:25])=[O:24].C(O[BH-](OC(=O)C)OC(=O)C)(=O)C.[Na+]. (3) Given the product [CH2:1]([O:5][C:6]([C:8]1[C:9]([OH:19])=[C:10]2[C:17]([CH3:18])=[N:16][S:15][C:11]2=[C:12]([C:25]2[CH:30]=[CH:29][CH:28]=[CH:27][N:26]=2)[N:13]=1)=[O:7])[CH2:2][CH2:3][CH3:4], predict the reactants needed to synthesize it. The reactants are: [CH2:1]([O:5][C:6]([C:8]1[C:9]([OH:19])=[C:10]2[C:17]([CH3:18])=[N:16][S:15][C:11]2=[C:12](Br)[N:13]=1)=[O:7])[CH2:2][CH2:3][CH3:4].C([Sn](CCCC)(CCCC)[C:25]1[CH:30]=[CH:29][CH:28]=[CH:27][N:26]=1)CCC. (4) Given the product [Cl:18][C:19]1[CH:24]=[CH:23][C:22]([C:2]2[N:6]([CH2:7][CH2:8][CH3:9])[CH:5]=[N:4][C:3]=2[C:10]2[CH:15]=[C:14]([C:16]#[N:17])[CH:13]=[CH:12][N:11]=2)=[CH:21][C:20]=1[F:28], predict the reactants needed to synthesize it. The reactants are: Br[C:2]1[N:6]([CH2:7][CH2:8][CH3:9])[CH:5]=[N:4][C:3]=1[C:10]1[CH:15]=[C:14]([C:16]#[N:17])[CH:13]=[CH:12][N:11]=1.[Cl:18][C:19]1[CH:24]=[CH:23][C:22](B(O)O)=[CH:21][C:20]=1[F:28]. (5) Given the product [Cl:13][C:14]1[CH:15]=[C:16]([S:21]([NH:10][C:7]2[N:8]=[N:9][C:4]([Cl:3])=[CH:5][C:6]=2[O:11][CH3:12])(=[O:22])=[O:23])[CH:17]=[CH:18][C:19]=1[F:20], predict the reactants needed to synthesize it. The reactants are: [H-].[Na+].[Cl:3][C:4]1[N:9]=[N:8][C:7]([NH2:10])=[C:6]([O:11][CH3:12])[CH:5]=1.[Cl:13][C:14]1[CH:15]=[C:16]([S:21](Cl)(=[O:23])=[O:22])[CH:17]=[CH:18][C:19]=1[F:20]. (6) Given the product [C:1]([O:5][C:6]([N:8]1[C:17]2[C:12](=[CH:13][CH:14]=[CH:15][CH:16]=2)[N:11]([C:18]2[CH:23]=[CH:22][C:21]([N:24]3[CH2:29][CH2:28][N:27]([S:33]([CH:32]=[CH2:31])(=[O:35])=[O:34])[CH2:26][CH2:25]3)=[CH:20][CH:19]=2)[CH2:10][CH2:9]1)=[O:7])([CH3:4])([CH3:2])[CH3:3], predict the reactants needed to synthesize it. The reactants are: [C:1]([O:5][C:6]([N:8]1[C:17]2[C:12](=[CH:13][CH:14]=[CH:15][CH:16]=2)[N:11]([C:18]2[CH:23]=[CH:22][C:21]([N:24]3[CH2:29][CH2:28][NH:27][CH2:26][CH2:25]3)=[CH:20][CH:19]=2)[CH2:10][CH2:9]1)=[O:7])([CH3:4])([CH3:3])[CH3:2].Cl[CH2:31][CH2:32][S:33](Cl)(=[O:35])=[O:34].C(N(CC)CC)C. (7) The reactants are: [CH:1]1[C:10]2[CH:9]=[CH:8][CH:7]=[C:6](B(O)O)[C:5]=2[CH:4]=[CH:3][N:2]=1.[CH2:14]([O:16][C:17](=[O:35])[CH2:18][N:19]1[CH:23]=[C:22]([C:24]2[CH:29]=[N:28][C:27]([NH2:30])=[C:26]3[O:31][C:32](Cl)=[CH:33][C:25]=23)[CH:21]=[N:20]1)[CH3:15].C(=O)([O-])[O-].[K+].[K+]. Given the product [NH2:30][C:27]1[N:28]=[CH:29][C:24]([C:22]2[CH:21]=[N:20][N:19]([CH2:18][C:17]([O:16][CH2:14][CH3:15])=[O:35])[CH:23]=2)=[C:25]2[CH:33]=[C:32]([C:6]3[CH:7]=[CH:8][CH:9]=[C:10]4[C:5]=3[CH:4]=[CH:3][N:2]=[CH:1]4)[O:31][C:26]=12, predict the reactants needed to synthesize it. (8) The reactants are: [CH:1]1([CH2:6][CH:7]([C:18]2[NH:28][C:21]3=[N:22][CH:23]=[C:24]([CH2:26][OH:27])[CH:25]=[C:20]3[CH:19]=2)[C:8]2[CH:13]=[CH:12][C:11]([S:14]([CH3:17])(=[O:16])=[O:15])=[CH:10][CH:9]=2)[CH2:5][CH2:4][CH2:3][CH2:2]1.[CH3:29][N:30]([CH2:32][C:33](O)=[O:34])[CH3:31].CN1CCOCC1.O.ON1C2C=CC=CC=2N=N1.Cl.CN(C)CCCN=C=NCC. Given the product [CH:1]1([CH2:6][CH:7]([C:18]2[NH:28][C:21]3=[N:22][CH:23]=[C:24]([CH2:26][O:27][C:33](=[O:34])[CH2:32][N:30]([CH3:31])[CH3:29])[CH:25]=[C:20]3[CH:19]=2)[C:8]2[CH:13]=[CH:12][C:11]([S:14]([CH3:17])(=[O:16])=[O:15])=[CH:10][CH:9]=2)[CH2:5][CH2:4][CH2:3][CH2:2]1, predict the reactants needed to synthesize it. (9) Given the product [Cl:15][C:13]1[CH:14]=[C:9]([C:3]([C:2]([F:18])([F:19])[F:1])=[CH:4][N+:5]([O-:7])=[O:6])[CH:10]=[C:11]([Cl:17])[C:12]=1[Cl:16], predict the reactants needed to synthesize it. The reactants are: [F:1][C:2]([F:19])([F:18])[C:3]([C:9]1[CH:14]=[C:13]([Cl:15])[C:12]([Cl:16])=[C:11]([Cl:17])[CH:10]=1)(O)[CH2:4][N+:5]([O-:7])=[O:6].S(Cl)(Cl)=O.N1C=CC=CC=1.Cl. (10) Given the product [C:20]([C:5]1[N:4]=[C:3]([C:26]2[CH:31]=[CH:30][CH:29]=[C:28]([C:32]([F:35])([F:33])[F:34])[CH:27]=2)[N:2]([CH3:1])[C:6]=1[C:7]([N:9]1[CH2:10][CH2:11][CH:12]([N:15]2[CH2:19][CH2:18][CH2:17][CH2:16]2)[CH2:13][CH2:14]1)=[O:8])#[CH:21], predict the reactants needed to synthesize it. The reactants are: [CH3:1][N:2]1[C:6]([C:7]([N:9]2[CH2:14][CH2:13][CH:12]([N:15]3[CH2:19][CH2:18][CH2:17][CH2:16]3)[CH2:11][CH2:10]2)=[O:8])=[C:5]([C:20]#[C:21][Si](C)(C)C)[N:4]=[C:3]1[C:26]1[CH:31]=[CH:30][CH:29]=[C:28]([C:32]([F:35])([F:34])[F:33])[CH:27]=1.C(=O)([O-])[O-].[K+].[K+].